From a dataset of Experimentally validated miRNA-target interactions with 360,000+ pairs, plus equal number of negative samples. Binary Classification. Given a miRNA mature sequence and a target amino acid sequence, predict their likelihood of interaction. (1) The miRNA is hsa-miR-4719 with sequence UCACAAAUCUAUAAUAUGCAGG. The protein sequence of the target gene is MSSGGRFNFDDGGSYCGGWEDGKAHGHGVCTGPKGQGEYTGSWSHGFEVLGVYTWPSGNTYQGTWAQGKRHGIGLESKGKWVYKGEWTHGFKGRYGVRECAGNGAKYEGTWSNGLQDGYGTETYSDGGTYQGQWVGGMRQGYGVRQSVPYGMAAVIRSPLRTSINSLRSEHTNGTALHPDASPAVAGSPAVSRGGFVLVAHSDSEILKSKKKGLFRRSLLSGLKLRKSESKSSLASQRSKQSSFRSEAGMSTVSSTASDIHSTISLGEAEAELAVIEDDIDATTTETYVGEWKNDKRSGF.... Result: 0 (no interaction). (2) The miRNA is hsa-miR-10b-3p with sequence ACAGAUUCGAUUCUAGGGGAAU. The protein sequence of the target gene is MAGKSSLFKVILLGDGGVGKSSLMNRYVTNKFDTQLFHTIGVEFLNKDLEVDGHFVTMQIWDTAGQERFRSLRTPFYRGSDCCLLTFSVDDSQSFQNLSNWKKEFIYYADVKEPESFPFVILGNKIDISERQVSTEEAQAWCRDNGDYPYFETSAKDATNVAAAFEEAVRRVLATEDRSDHLIQTDTVNLHRKPKPSSSCC. Result: 0 (no interaction). (3) The miRNA is hsa-miR-374b-3p with sequence CUUAGCAGGUUGUAUUAUCAUU. The protein sequence of the target gene is MALVLILQLLTLWPLCHTDITPSVPPASYHPKPWLGAQPATVVTPGVNVTLRCRAPQPAWRFGLFKPGEIAPLLFRDVSSELAEFFLEEVTPAQGGIYRCCYRRPDWGPGVWSQPSDVLELLVTEELPRPSLVALPGPVVGPGANVSLRCAGRLRNMSFVLYREGVAAPLQYRHSAQPWADFTLLGARAPGTYSCYYHTPSAPYVLSQRSEVLVISWEGEGPEARPASSAPGMQAPGPPPSDPGAQAPSLSSFRPRGLVLQPLLPQTQDSWDPAPPPSDPGV. Result: 1 (interaction). (4) The miRNA is hsa-miR-3689b-5p with sequence UGUGAUAUCAUGGUUCCUGGGA. The protein sequence of the target gene is MSQAGDVEGPSTGDPVLSPQHNCELLQNMEGASSMPGLSPDGPGASSGPGVRAGSRRKIPRKEALRGGSSRAAGAAEVRPGVLELLAVVQSRGSMLAPGLHMQLPSVPTQGRALTSKRLQVSLCDILDDSCPRKLCSRSAGLPERALACRERLAGVEEVSCLRPREARDGGMSSPGCDRRSPTLSKEEPPGRPLTSSPDPVPVRVRKKWRRQGAHSECEEGAGDFLWLDQSPRGDNLLSVGDPPQVADLESLGGPCRPPSPKDTGSGPGEPGGSGAGCASGTEKFGYLPATGDGPQPGSP.... Result: 0 (no interaction). (5) The miRNA is hsa-miR-6886-5p with sequence CCCGCAGGUGAGAUGAGGGCU. The protein sequence of the target gene is MLLCTTSAHKLETVYDHKFLKMSIKESCAKEEKSQKKQTISSPTFNEDKKKGEISAGSTSSEHGVQPVSTKKRKLKADDTDNVYYNANRKNSKRLNVEVFIPKKRLKFSSSTQAVSYLNNNQMTSHSCSSNGTKDTKVKDCKLTNIGSKLNYEIKNHSRIKITKDMKSKPVDQTKEKNWPSLLIQKKMKELKKEKNNKDSSEELEKCKKNHLPQNYNFSNMIKESFESGRKKISFKIPKKSSTTLQKLVEEKIFTIDSSKSKSKQEEKQHLQSHQMSLNLARHKTENSFSDSTHKQSVCE.... Result: 0 (no interaction). (6) The miRNA is hsa-miR-6737-3p with sequence UCUGUGCUUCACCCCUACCCAG. The protein sequence of the target gene is MMAYMNPGPHYSVNALALSGPNVDLMHQAVPYSSAPRKQRRERTTFTRSQLEELEALFAKTQYPDVYAREEVALKINLPESRVQVWFKNRRAKCRQQRQQQKQQQQPPGAQTKARPAKRKAGTSPRPSTDVCTDPLGISDSYSPSLPGPSGSPTTAVATVSIWSPASEAPLPEAQRAGLVASGPSLTSAPYAMTYAPASAFCSSPSAYASPSSYFSGLDPYLSPMVPQLGGPALSPLSGPSVGPSLAQSPTSLSGQSYSTYSPVDSLEFKDPTGTWKFTYNPMDPLDYKDQSAWKFQIL. Result: 0 (no interaction). (7) The protein sequence of the target gene is MLSRKGIIPEEYVLTRLAEDPAEPRYRTRERRARFVSKKGNCNVAHKNIREQGRFLQDVFTTLVDLKWPHTLLIFTMSFLCSWLLFAMVWWLIAFAHGDLAPGEGTNVPCVTSIHSFSSAFLFSIEVQVTIGFGGRMVTEECPLAILILIVQNIVGLMINAIMLGCIFMKTAQAHRRAETLIFSKHAVITLRHGRLCFMLRVGDLRKSMIISATIHMQVVRKTTSPEGEVVPLHQVDIPMENGVGGNGIFLVAPLIIYHVIDSNSPLYDLAPSDLHHHQDLEIIVILEGVVETTGITTQA.... Result: 0 (no interaction). The miRNA is mmu-miR-465c-3p with sequence GAUCAGGGCCUUUCUAAGUAGA.